From a dataset of Reaction yield outcomes from USPTO patents with 853,638 reactions. Predict the reaction yield, written as a fraction of the theoretical maximum amount of product (1.0 means a 100% yield; for example, 0.34 means a 34% yield). (1) The reactants are [Cl:1][C:2]1[CH:7]=[CH:6][C:5]([C:8](=O)[CH2:9][CH2:10][C:11]([OH:13])=[O:12])=[CH:4][CH:3]=1.Cl.[O:16]([NH2:18])[CH3:17].C(=O)([O-])[O-].[Na+].[Na+].[CH2:25](O)[CH3:26]. No catalyst specified. The product is [Cl:1][C:2]1[CH:7]=[CH:6][C:5]([C:8](=[N:18][O:16][CH3:17])[CH2:9][CH2:10][C:11]([O:13][CH2:25][CH3:26])=[O:12])=[CH:4][CH:3]=1. The yield is 0.970. (2) The reactants are [CH3:1][N:2]([CH3:32])[C:3]([C:5]1[N:26]([CH:27]2[CH2:31][CH2:30][CH2:29][CH2:28]2)[C:8]2[N:9]=[C:10]([NH:13][C:14]3[CH:19]=[CH:18][C:17]([N:20]4[CH2:25][CH2:24][NH:23][CH2:22][CH2:21]4)=[CH:16][N:15]=3)[N:11]=[CH:12][C:7]=2[CH:6]=1)=[O:4].[CH3:33][O:34][C:35](=[O:39])[CH:36](Br)[CH3:37]. No catalyst specified. The product is [CH3:33][O:34][C:35](=[O:39])[CH:36]([N:23]1[CH2:22][CH2:21][N:20]([C:17]2[CH:16]=[N:15][C:14]([NH:13][C:10]3[N:11]=[CH:12][C:7]4[CH:6]=[C:5]([C:3](=[O:4])[N:2]([CH3:32])[CH3:1])[N:26]([CH:27]5[CH2:31][CH2:30][CH2:29][CH2:28]5)[C:8]=4[N:9]=3)=[CH:19][CH:18]=2)[CH2:25][CH2:24]1)[CH3:37]. The yield is 0.390. (3) The reactants are [NH2:1][C:2]1[CH:3]=[C:4]([CH:21]=[CH:22][C:23]=1[CH3:24])[O:5][C:6]1[CH:7]=[CH:8][C:9]2[N:10]([CH:12]=[C:13]([NH:15][C:16]([CH:18]3[CH2:20][CH2:19]3)=[O:17])[N:14]=2)[N:11]=1.[CH3:25][N:26]1[CH:30]=[C:29]([CH3:31])[C:28]([C:32](O)=[O:33])=[N:27]1.S(Cl)(Cl)=O. The catalyst is CN(C)C=O.CN(C)C(=O)C. The product is [CH:18]1([C:16]([NH:15][C:13]2[N:14]=[C:9]3[CH:8]=[CH:7][C:6]([O:5][C:4]4[CH:21]=[CH:22][C:23]([CH3:24])=[C:2]([NH:1][C:32]([C:28]5[C:29]([CH3:31])=[CH:30][N:26]([CH3:25])[N:27]=5)=[O:33])[CH:3]=4)=[N:11][N:10]3[CH:12]=2)=[O:17])[CH2:20][CH2:19]1. The yield is 0.470. (4) The reactants are Br[C:2]1[CH:3]=[C:4]([C:9]2[C:10]3[N:17]=[CH:16][N:15]([CH2:18][CH3:19])[C:11]=3[N:12]=[N:13][CH:14]=2)[CH:5]=[CH:6][C:7]=1[F:8].[CH3:20][C:21]1([CH3:37])[C:25]([CH3:27])([CH3:26])[O:24][B:23]([B:23]2[O:24][C:25]([CH3:27])([CH3:26])[C:21]([CH3:37])([CH3:20])[O:22]2)[O:22]1.C([O-])(=O)C.[K+]. The catalyst is O1CCOCC1.[Pd](Cl)Cl.C1(P(C2C=CC=CC=2)[C-]2C=CC=C2)C=CC=CC=1.[C-]1(P(C2C=CC=CC=2)C2C=CC=CC=2)C=CC=C1.[Fe+2]. The product is [CH2:18]([N:15]1[C:11]2[N:12]=[N:13][CH:14]=[C:9]([C:4]3[CH:5]=[CH:6][C:7]([F:8])=[C:2]([B:23]4[O:24][C:25]([CH3:27])([CH3:26])[C:21]([CH3:37])([CH3:20])[O:22]4)[CH:3]=3)[C:10]=2[N:17]=[CH:16]1)[CH3:19]. The yield is 0.740. (5) The reactants are [NH2:1][C@@H:2]([CH2:33][C:34]1[CH:39]=[CH:38][CH:37]=[CH:36][CH:35]=1)[C@@H:3]([OH:32])[CH2:4][C@@H:5]([NH:19][C:20]([C@@H:22]([NH:27][C:28](=[O:31])[O:29][CH3:30])[C:23]([CH3:26])([CH3:25])[CH3:24])=[O:21])[CH2:6][C:7]1[CH:12]=[CH:11][C:10]([C:13]2[CH:18]=[CH:17][CH:16]=[CH:15][N:14]=2)=[CH:9][CH:8]=1.[CH:40]([C:43]1[S:44][CH:45]=[C:46]([CH2:48][N:49]2[C:53](=[O:54])[CH2:52][N:51]([C@@H:55]([C@@H:59]([CH3:62])[CH2:60][CH3:61])[C:56](O)=[O:57])[C:50]2=[O:63])[N:47]=1)([CH3:42])[CH3:41].CCOP(ON1N=NC2C=CC=CC=2C1=O)(OCC)=O.C(N(CC)C(C)C)(C)C. The catalyst is C1COCC1. The product is [OH:32][C@H:3]([C@@H:2]([NH:1][C:56](=[O:57])[C@@H:55]([N:51]1[CH2:52][C:53](=[O:54])[N:49]([CH2:48][C:46]2[N:47]=[C:43]([CH:40]([CH3:42])[CH3:41])[S:44][CH:45]=2)[C:50]1=[O:63])[CH:59]([CH3:62])[CH2:60][CH3:61])[CH2:33][C:34]1[CH:35]=[CH:36][CH:37]=[CH:38][CH:39]=1)[CH2:4][C@@H:5]([NH:19][C:20]([C@@H:22]([NH:27][C:28](=[O:31])[O:29][CH3:30])[C:23]([CH3:26])([CH3:25])[CH3:24])=[O:21])[CH2:6][C:7]1[CH:12]=[CH:11][C:10]([C:13]2[CH:18]=[CH:17][CH:16]=[CH:15][N:14]=2)=[CH:9][CH:8]=1. The yield is 0.670. (6) The reactants are [CH2:1]([O:3][C:4](=[O:19])[CH2:5][O:6][C:7]1[CH:16]=[CH:15][C:14]2[C:9](=[CH:10][CH:11]=[C:12](Br)[CH:13]=2)[C:8]=1[Br:18])[CH3:2].[S:20]1[C:24]2[CH:25]=[CH:26][CH:27]=[CH:28][C:23]=2[CH:22]=[C:21]1B(O)O.C(=O)([O-])[O-].[K+].[K+].Cl. The catalyst is [Br-].C([N+](CCCC)(CCCC)CCCC)CCC.O.C1COCC1.C([O-])(=O)C.[Pd+2].C([O-])(=O)C. The product is [CH2:1]([O:3][C:4](=[O:19])[CH2:5][O:6][C:7]1[CH:16]=[CH:15][C:14]2[C:9](=[CH:10][CH:11]=[C:12]([C:21]3[S:20][C:24]4[CH:25]=[CH:26][CH:27]=[CH:28][C:23]=4[CH:22]=3)[CH:13]=2)[C:8]=1[Br:18])[CH3:2]. The yield is 0.420. (7) The reactants are [NH2:1][CH2:2][C:3]1[CH:16]=[CH:15][C:14]2[O:13][C:12]3[C:7]4=[C:8]([C:17](=[O:20])[NH:18][N:19]=[C:6]4[C:5]=2[CH:4]=1)[CH:9]=[CH:10][CH:11]=3.[CH3:21][N:22]([C:24]1[CH:29]=[CH:28][C:27]([N:30]=[N:31][C:32]2[CH:37]=[CH:36][C:35]([S:38](Cl)(=[O:40])=[O:39])=[CH:34][CH:33]=2)=[CH:26][CH:25]=1)[CH3:23]. The catalyst is CN(C=O)C. The product is [CH3:21][N:22]([CH3:23])[C:24]1[CH:25]=[CH:26][C:27]([N:30]=[N:31][C:32]2[CH:37]=[CH:36][C:35]([S:38]([NH:1][CH2:2][C:3]3[CH:16]=[CH:15][C:14]4[O:13][C:12]5[C:7]6=[C:8]([C:17](=[O:20])[NH:18][N:19]=[C:6]6[C:5]=4[CH:4]=3)[CH:9]=[CH:10][CH:11]=5)(=[O:40])=[O:39])=[CH:34][CH:33]=2)=[CH:28][CH:29]=1. The yield is 0.590.